Task: Regression. Given a peptide amino acid sequence and an MHC pseudo amino acid sequence, predict their binding affinity value. This is MHC class II binding data.. Dataset: Peptide-MHC class II binding affinity with 134,281 pairs from IEDB (1) The peptide sequence is KTDCTKEVEEAWASA. The MHC is HLA-DQA10102-DQB10502 with pseudo-sequence HLA-DQA10102-DQB10502. The binding affinity (normalized) is 0. (2) The peptide sequence is LASVAMCRTPFSLAE. The MHC is DRB1_0301 with pseudo-sequence DRB1_0301. The binding affinity (normalized) is 0.586.